From a dataset of Reaction yield outcomes from USPTO patents with 853,638 reactions. Predict the reaction yield, written as a fraction of the theoretical maximum amount of product (1.0 means a 100% yield; for example, 0.34 means a 34% yield). (1) The reactants are [CH2:1]([N:3]([CH2:13][CH3:14])[C:4]1[CH:11]=[CH:10][C:7]([CH:8]=[O:9])=[C:6]([OH:12])[CH:5]=1)[CH3:2].C(=O)([O-])[O-].[K+].[K+].C(=O)([O-])[O-].[Cs+].[Cs+].I[CH:28]([CH3:30])[CH3:29]. The catalyst is CN(C)C=O. The product is [CH2:13]([N:3]([CH2:1][CH3:2])[C:4]1[CH:11]=[CH:10][C:7]([CH:8]=[O:9])=[C:6]([O:12][CH:28]([CH3:30])[CH3:29])[CH:5]=1)[CH3:14]. The yield is 0.910. (2) The reactants are [C:1]([S:20][CH2:21][CH2:22][N:23]1[C:27]2[CH:28]=[CH:29][CH:30]=[CH:31][C:26]=2[N:25]=[C:24]1[C:32]([O:34]CC)=[O:33])([C:14]1[CH:19]=[CH:18][CH:17]=[CH:16][CH:15]=1)([C:8]1[CH:13]=[CH:12][CH:11]=[CH:10][CH:9]=1)[C:2]1[CH:7]=[CH:6][CH:5]=[CH:4][CH:3]=1.CO.[Li+:39].[OH-]. The catalyst is C1COCC1.O. The product is [C:1]([S:20][CH2:21][CH2:22][N:23]1[C:27]2[CH:28]=[CH:29][CH:30]=[CH:31][C:26]=2[N:25]=[C:24]1[C:32]([O-:34])=[O:33])([C:8]1[CH:13]=[CH:12][CH:11]=[CH:10][CH:9]=1)([C:2]1[CH:3]=[CH:4][CH:5]=[CH:6][CH:7]=1)[C:14]1[CH:15]=[CH:16][CH:17]=[CH:18][CH:19]=1.[Li+:39]. The yield is 0.990. (3) The reactants are [CH2:1]([C:8]1[CH:9]=[C:10]([CH:15]=[CH:16][CH:17]=1)[C:11]([O:13]C)=[O:12])[C:2]1[CH:7]=[CH:6][CH:5]=[CH:4][CH:3]=1.[OH-].[Na+]. The catalyst is CO.O. The product is [CH2:1]([C:8]1[CH:9]=[C:10]([CH:15]=[CH:16][CH:17]=1)[C:11]([OH:13])=[O:12])[C:2]1[CH:3]=[CH:4][CH:5]=[CH:6][CH:7]=1. The yield is 0.950. (4) The reactants are [C:1]([C:3]1[CH:4]=[C:5]([F:31])[C:6]([N:14]2[CH2:19][CH2:18][CH2:17][C@H:16]([NH:20]C(=O)OCC3C=CC=CC=3)[CH2:15]2)=[C:7]2[C:11]=1[NH:10][C:9]([CH3:12])=[C:8]2[CH3:13])#[N:2].S(=O)(=O)(O)[OH:33].[OH-].[Na+]. No catalyst specified. The product is [NH2:20][C@H:16]1[CH2:17][CH2:18][CH2:19][N:14]([C:6]2[C:5]([F:31])=[CH:4][C:3]([C:1]([NH2:2])=[O:33])=[C:11]3[C:7]=2[C:8]([CH3:13])=[C:9]([CH3:12])[NH:10]3)[CH2:15]1. The yield is 0.990. (5) The reactants are FC(F)(F)C(O)=O.[O:8]1[C:12]2[CH:13]=[CH:14][C:15]([C:17]3([C:20]([NH:22][C:23]4[CH:24]=[C:25]5[C:29](=[CH:30][CH:31]=4)[NH:28][C:27]([C:32]([CH3:43])([CH3:42])[CH2:33][NH:34]C(=O)OC(C)(C)C)=[CH:26]5)=[O:21])[CH2:19][CH2:18]3)=[CH:16][C:11]=2[O:10][CH2:9]1. The catalyst is ClCCl. The product is [NH2:34][CH2:33][C:32]([C:27]1[NH:28][C:29]2[C:25]([CH:26]=1)=[CH:24][C:23]([NH:22][C:20]([C:17]1([C:15]3[CH:14]=[CH:13][C:12]4[O:8][CH2:9][O:10][C:11]=4[CH:16]=3)[CH2:19][CH2:18]1)=[O:21])=[CH:31][CH:30]=2)([CH3:42])[CH3:43]. The yield is 0.860.